This data is from Forward reaction prediction with 1.9M reactions from USPTO patents (1976-2016). The task is: Predict the product of the given reaction. Given the reactants [OH:1][C:2]1[C:3]([N+:11]([O-:13])=[O:12])=[C:4]([CH:8]=[CH:9][CH:10]=1)[C:5]([OH:7])=O.[CH3:14][O:15][C:16]1[CH:22]=[CH:21][C:19]([NH2:20])=[CH:18][CH:17]=1.Cl.C(N=C=NCCCN(C)C)C.ON1C2C=CC=CC=2N=N1, predict the reaction product. The product is: [OH:1][C:2]1[C:3]([N+:11]([O-:13])=[O:12])=[C:4]([CH:8]=[CH:9][CH:10]=1)[C:5]([NH:20][C:19]1[CH:21]=[CH:22][C:16]([O:15][CH3:14])=[CH:17][CH:18]=1)=[O:7].